This data is from Full USPTO retrosynthesis dataset with 1.9M reactions from patents (1976-2016). The task is: Predict the reactants needed to synthesize the given product. (1) Given the product [CH2:12]([O:14][C:15]([C:16]1[C:17]([CH3:18])=[N:11][N:10]([C:5]2[CH:6]=[CH:7][CH:8]=[CH:9][C:4]=2[N+:1]([O-:3])=[O:2])[C:20]=1[CH3:21])=[O:23])[CH3:13], predict the reactants needed to synthesize it. The reactants are: [N+:1]([C:4]1[CH:9]=[CH:8][CH:7]=[CH:6][C:5]=1[NH:10][NH2:11])([O-:3])=[O:2].[CH2:12]([O:14][C:15](=[O:23])[CH:16]([C:20](=O)[CH3:21])[C:17](=O)[CH3:18])[CH3:13].N1C=CC=CC=1. (2) The reactants are: [CH:1]1[CH:2]=[CH:3][C:4]([CH2:7][CH2:8][C@H:9]([OH:28])[CH2:10][CH2:11][C@@H:12]2[C@@H:16]([CH2:17]/[CH:18]=[CH:19]\[CH2:20][CH2:21][CH2:22][C:23]([OH:25])=[O:24])[C@@H:15]([OH:26])[CH2:14][C@H:13]2[OH:27])=[CH:5][CH:6]=1.C([O-])([O-])=O.[K+].[K+].I[CH:36]([CH3:38])[CH3:37].O. Given the product [OH:27][C@@H:13]1[CH2:14][C@H:15]([OH:26])[C@H:16]([CH2:17]/[CH:18]=[CH:19]\[CH2:20][CH2:21][CH2:22][C:23]([O:25][CH:36]([CH3:38])[CH3:37])=[O:24])[C@H:12]1[CH2:11][CH2:10][C@@H:9]([OH:28])[CH2:8][CH2:7][C:4]1[CH:3]=[CH:2][CH:1]=[CH:6][CH:5]=1, predict the reactants needed to synthesize it. (3) The reactants are: [Br:1][C:2]1[CH:7]=[C:6]([C:8]([F:17])([C:13]([F:16])([F:15])[F:14])[C:9]([F:12])([F:11])[F:10])[CH:5]=[C:4]([C:18]([F:21])([F:20])[F:19])[C:3]=1[NH:22][C:23](=[O:34])[C:24]1[CH:29]=[CH:28][C:27]([C:30]#[N:31])=[C:26](F)[C:25]=1[F:33].C(=O)([O-])[O-].[NH4+:39].[NH4+].O.C(OCC)(=O)C. Given the product [NH2:39][C:26]1[C:25]([F:33])=[C:24]([CH:29]=[CH:28][C:27]=1[C:30]#[N:31])[C:23]([NH:22][C:3]1[C:4]([C:18]([F:20])([F:21])[F:19])=[CH:5][C:6]([C:8]([F:17])([C:13]([F:15])([F:14])[F:16])[C:9]([F:10])([F:12])[F:11])=[CH:7][C:2]=1[Br:1])=[O:34], predict the reactants needed to synthesize it. (4) Given the product [CH2:1]([O:3][CH2:4][C:5]1[N:6]([CH2:19][CH2:20][O:21][CH2:22][C:23]#[C:24][C:25]2[CH:30]=[N:29][CH:28]=[N:27][CH:26]=2)[C:7]2[C:12]([CH3:13])=[C:11]([CH3:14])[N:10]=[C:9]([NH2:17])[C:8]=2[N:18]=1)[CH3:2], predict the reactants needed to synthesize it. The reactants are: [CH2:1]([O:3][CH2:4][C:5]1[N:6]([CH2:19][CH2:20][O:21][CH2:22][C:23]#[C:24][C:25]2[CH:26]=[N:27][CH:28]=[N:29][CH:30]=2)[C:7]2[C:12]([CH3:13])=[C:11]([CH3:14])[N:10]3N=N[N:17]=[C:9]3[C:8]=2[N:18]=1)[CH3:2].C(OC1N(CCOCC2C=CN=CC=2)C2C(C)=C(C)N3N=NN=C3C=2N=1)C.